Dataset: Full USPTO retrosynthesis dataset with 1.9M reactions from patents (1976-2016). Task: Predict the reactants needed to synthesize the given product. (1) The reactants are: [CH3:1][C:2]1[N:10]=[CH:9][N:8]=[C:7]2[C:3]=1[NH:4][CH:5]=[N:6]2.F[C:12]1[CH:17]=[CH:16][C:15]([N+:18]([O-:20])=O)=[CH:14][CH:13]=1.[Cl:21][C:22]1[CH:27]=[CH:26][C:25]([N:28]=[C:29]=[O:30])=[CH:24][C:23]=1[C:31]([F:34])([F:33])[F:32]. Given the product [Cl:21][C:22]1[CH:27]=[CH:26][C:25]([NH:28][C:29](=[O:30])[N:18]([OH:20])[C:15]2[CH:14]=[CH:13][C:12]([N:6]3[CH:5]=[N:4][C:3]4[C:7]3=[N:8][CH:9]=[N:10][C:2]=4[CH3:1])=[CH:17][CH:16]=2)=[CH:24][C:23]=1[C:31]([F:32])([F:33])[F:34], predict the reactants needed to synthesize it. (2) Given the product [NH2:1][C:2]1([CH2:9][C:10]#[C:11][C:13]2[N:18]=[C:17]([CH3:19])[CH:16]=[C:15]([C:20]3[CH:21]=[CH:22][C:23]([C:26]([F:29])([F:27])[F:28])=[CH:24][CH:25]=3)[N:14]=2)[CH2:6][CH2:5][N:4]([CH3:7])[C:3]1=[O:8], predict the reactants needed to synthesize it. The reactants are: [NH2:1][C:2]1([CH2:9][C:10]#[CH:11])[CH2:6][CH2:5][N:4]([CH3:7])[C:3]1=[O:8].I[C:13]1[N:18]=[C:17]([CH3:19])[CH:16]=[C:15]([C:20]2[CH:25]=[CH:24][C:23]([C:26]([F:29])([F:28])[F:27])=[CH:22][CH:21]=2)[N:14]=1.C(NC(C)C)(C)C. (3) Given the product [CH:1]1([NH:7][C@H:8]2[CH2:12][CH2:11][N:10]([C:13]([O:15][C:16]([CH3:19])([CH3:18])[CH3:17])=[O:14])[CH2:9]2)[CH2:5][CH2:4][CH2:3][CH2:2]1, predict the reactants needed to synthesize it. The reactants are: [C:1]1(=O)[CH2:5][CH2:4][CH2:3][CH2:2]1.[NH2:7][C@H:8]1[CH2:12][CH2:11][N:10]([C:13]([O:15][C:16]([CH3:19])([CH3:18])[CH3:17])=[O:14])[CH2:9]1.CO.C1(C)C=CC=CC=1.[BH4-].[Na+].